From a dataset of Full USPTO retrosynthesis dataset with 1.9M reactions from patents (1976-2016). Predict the reactants needed to synthesize the given product. Given the product [CH3:1][O:2][C:3](=[O:29])[C:4]1[CH:9]=[CH:8][CH:7]=[C:6]([CH2:10][N:11]2[CH2:15][C@@H:14]([C:16]3[CH:21]=[CH:20][CH:19]=[CH:18][CH:17]=3)[N:13]([CH:22]3[CH2:27][CH2:26][N:25]([CH2:31][C:32]4[CH:33]=[CH:34][C:35]([C:36](=[O:37])[NH:38][CH:39]5[CH2:40][CH2:41][CH2:42][CH2:43][CH2:44]5)=[CH:45][CH:46]=4)[CH2:24][CH2:23]3)[C:12]2=[O:28])[CH:5]=1, predict the reactants needed to synthesize it. The reactants are: [CH3:1][O:2][C:3](=[O:29])[C:4]1[CH:9]=[CH:8][CH:7]=[C:6]([CH2:10][N:11]2[CH2:15][C@@H:14]([C:16]3[CH:21]=[CH:20][CH:19]=[CH:18][CH:17]=3)[N:13]([CH:22]3[CH2:27][CH2:26][NH:25][CH2:24][CH2:23]3)[C:12]2=[O:28])[CH:5]=1.Br[CH2:31][C:32]1[CH:46]=[CH:45][C:35]([C:36]([NH:38][CH:39]2[CH2:44][CH2:43][CH2:42][CH2:41][CH2:40]2)=[O:37])=[CH:34][CH:33]=1.CCN(C(C)C)C(C)C.